Dataset: Full USPTO retrosynthesis dataset with 1.9M reactions from patents (1976-2016). Task: Predict the reactants needed to synthesize the given product. Given the product [F:1][C:2]1[CH:3]=[C:4]2[C:9](=[CH:10][CH:11]=1)[N:8]=[CH:7][CH:6]=[C:5]2[N:12]1[CH2:17][CH2:16][CH:15]([CH:18]([CH2:24][CH3:25])[C:19]([OH:21])=[O:20])[CH2:14][CH2:13]1, predict the reactants needed to synthesize it. The reactants are: [F:1][C:2]1[CH:3]=[C:4]2[C:9](=[CH:10][CH:11]=1)[N:8]=[CH:7][CH:6]=[C:5]2[N:12]1[CH2:17][CH2:16][CH:15]([CH:18]([CH2:24][CH3:25])[C:19]([O:21]CC)=[O:20])[CH2:14][CH2:13]1.[OH-].[Na+].